Dataset: Reaction yield outcomes from USPTO patents with 853,638 reactions. Task: Predict the reaction yield, written as a fraction of the theoretical maximum amount of product (1.0 means a 100% yield; for example, 0.34 means a 34% yield). (1) The reactants are [CH2:1]([O:8][C@H:9]1[C@H:16]([O:17][CH2:18][C:19]2[CH:24]=[CH:23][CH:22]=[CH:21][CH:20]=2)[C@@H:15]([CH2:25][O:26][CH2:27][C:28]2[CH:33]=[CH:32][C:31]([Cl:34])=[CH:30][CH:29]=2)[O:14][C@@H:11]([O:12][CH3:13])[C@@H:10]1[OH:35])[C:2]1[CH:7]=[CH:6][CH:5]=[CH:4][CH:3]=1.N1C(C)=CC=CC=1C.[Si:44](OS(C(F)(F)F)(=O)=O)([C:47]([CH3:50])([CH3:49])[CH3:48])([CH3:46])[CH3:45]. The product is [CH2:1]([O:8][C@H:9]1[C@H:16]([O:17][CH2:18][C:19]2[CH:24]=[CH:23][CH:22]=[CH:21][CH:20]=2)[C@@H:15]([CH2:25][O:26][CH2:27][C:28]2[CH:29]=[CH:30][C:31]([Cl:34])=[CH:32][CH:33]=2)[O:14][C@@H:11]([O:12][CH3:13])[C@@H:10]1[O:35][Si:44]([C:47]([CH3:50])([CH3:49])[CH3:48])([CH3:46])[CH3:45])[C:2]1[CH:7]=[CH:6][CH:5]=[CH:4][CH:3]=1. The catalyst is C(Cl)Cl. The yield is 0.890. (2) The reactants are C=[C:2]([CH2:26][CH2:27][CH3:28])[CH2:3][CH2:4][N:5]([C@@H:18]([CH2:23][CH:24]=C)[C:19]([O:21][CH3:22])=[O:20])[S:6]([C:9]1[CH:14]=[CH:13][CH:12]=[CH:11][C:10]=1[N+:15]([O-:17])=[O:16])(=[O:8])=[O:7]. The catalyst is C(Cl)Cl.CC1C=C(C)C(N2C(=[Ru](Cl)(Cl)=CC3C=CC=CC=3)N(C3C(C)=CC(C)=CC=3C)CC2)=C(C)C=1.C1CCC(P(C2CCCCC2)C2CCCCC2)CC1. The product is [N+:15]([C:10]1[CH:11]=[CH:12][CH:13]=[CH:14][C:9]=1[S:6]([N:5]1[CH2:4][CH2:3][C:2]([CH2:26][CH2:27][CH3:28])=[CH:24][CH2:23][C@H:18]1[C:19]([O:21][CH3:22])=[O:20])(=[O:8])=[O:7])([O-:17])=[O:16]. The yield is 0.820.